Dataset: Forward reaction prediction with 1.9M reactions from USPTO patents (1976-2016). Task: Predict the product of the given reaction. (1) Given the reactants Cl[C:2]1[N:7]=[CH:6][C:5]([CH2:8][N:9]([CH3:23])[CH:10]2[CH2:15][CH2:14][N:13]([C:16]([O:18][C:19]([CH3:22])([CH3:21])[CH3:20])=[O:17])[CH2:12][CH2:11]2)=[CH:4][CH:3]=1.B(O)O.[C:27]([O-:30])([O-])=O.[K+].[K+].O1[CH2:38][CH2:37]OCC1, predict the reaction product. The product is: [CH3:6][N:7]([CH3:2])[C:27]([C:38]1[CH:37]=[CH:8][C:5]([C:2]2[N:7]=[CH:6][C:5]([CH2:8][N:9]([CH3:23])[CH:10]3[CH2:15][CH2:14][N:13]([C:16]([O:18][C:19]([CH3:22])([CH3:21])[CH3:20])=[O:17])[CH2:12][CH2:11]3)=[CH:4][CH:3]=2)=[CH:4][CH:3]=1)=[O:30]. (2) Given the reactants [NH2:1][CH2:2][C:3]1[CH:8]=[CH:7][C:6]([NH:9][S:10]([CH3:13])(=[O:12])=[O:11])=[C:5]([F:14])[CH:4]=1.C(N(CC)CC)C.[F:22][S:23]([F:37])([F:36])([F:35])([F:34])[C:24]1[CH:33]=[CH:32][C:27]([CH2:28][N:29]=[C:30]=[S:31])=[CH:26][CH:25]=1, predict the reaction product. The product is: [F:22][S:23]([F:34])([F:35])([F:36])([F:37])[C:24]1[CH:25]=[CH:26][C:27]([CH2:28][NH:29][C:30](=[S:31])[NH:1][CH2:2][C:3]2[CH:8]=[CH:7][C:6]([NH:9][S:10]([CH3:13])(=[O:12])=[O:11])=[C:5]([F:14])[CH:4]=2)=[CH:32][CH:33]=1.